This data is from NCI-60 drug combinations with 297,098 pairs across 59 cell lines. The task is: Regression. Given two drug SMILES strings and cell line genomic features, predict the synergy score measuring deviation from expected non-interaction effect. (1) Drug 1: CC1=C(C=C(C=C1)NC2=NC=CC(=N2)N(C)C3=CC4=NN(C(=C4C=C3)C)C)S(=O)(=O)N.Cl. Drug 2: CCC1=CC2CC(C3=C(CN(C2)C1)C4=CC=CC=C4N3)(C5=C(C=C6C(=C5)C78CCN9C7C(C=CC9)(C(C(C8N6C)(C(=O)OC)O)OC(=O)C)CC)OC)C(=O)OC.C(C(C(=O)O)O)(C(=O)O)O. Cell line: CCRF-CEM. Synergy scores: CSS=64.6, Synergy_ZIP=9.51, Synergy_Bliss=9.14, Synergy_Loewe=-23.6, Synergy_HSA=9.63. (2) Drug 1: CCC1=C2CN3C(=CC4=C(C3=O)COC(=O)C4(CC)O)C2=NC5=C1C=C(C=C5)O. Drug 2: CCC1(C2=C(COC1=O)C(=O)N3CC4=CC5=C(C=CC(=C5CN(C)C)O)N=C4C3=C2)O.Cl. Cell line: LOX IMVI. Synergy scores: CSS=62.9, Synergy_ZIP=-3.40, Synergy_Bliss=-4.75, Synergy_Loewe=-0.104, Synergy_HSA=3.12. (3) Drug 1: CN1C2=C(C=C(C=C2)N(CCCl)CCCl)N=C1CCCC(=O)O.Cl. Drug 2: CN(CCCl)CCCl.Cl. Cell line: NCI-H226. Synergy scores: CSS=-3.06, Synergy_ZIP=2.56, Synergy_Bliss=1.54, Synergy_Loewe=-5.93, Synergy_HSA=-3.73. (4) Drug 1: CCC1(CC2CC(C3=C(CCN(C2)C1)C4=CC=CC=C4N3)(C5=C(C=C6C(=C5)C78CCN9C7C(C=CC9)(C(C(C8N6C)(C(=O)OC)O)OC(=O)C)CC)OC)C(=O)OC)O.OS(=O)(=O)O. Drug 2: CC1C(C(CC(O1)OC2CC(CC3=C2C(=C4C(=C3O)C(=O)C5=CC=CC=C5C4=O)O)(C(=O)C)O)N)O. Cell line: K-562. Synergy scores: CSS=37.4, Synergy_ZIP=-3.22, Synergy_Bliss=-4.12, Synergy_Loewe=-2.91, Synergy_HSA=-1.38. (5) Drug 1: CC1=C(C(CCC1)(C)C)C=CC(=CC=CC(=CC(=O)O)C)C. Drug 2: C1=CC=C(C(=C1)C(C2=CC=C(C=C2)Cl)C(Cl)Cl)Cl. Cell line: HT29. Synergy scores: CSS=24.1, Synergy_ZIP=5.11, Synergy_Bliss=7.73, Synergy_Loewe=0.929, Synergy_HSA=5.66. (6) Drug 1: CC1=C2C(C(=O)C3(C(CC4C(C3C(C(C2(C)C)(CC1OC(=O)C(C(C5=CC=CC=C5)NC(=O)OC(C)(C)C)O)O)OC(=O)C6=CC=CC=C6)(CO4)OC(=O)C)OC)C)OC. Drug 2: CC1=C(C=C(C=C1)C(=O)NC2=CC(=CC(=C2)C(F)(F)F)N3C=C(N=C3)C)NC4=NC=CC(=N4)C5=CN=CC=C5. Cell line: HCT116. Synergy scores: CSS=64.5, Synergy_ZIP=13.5, Synergy_Bliss=13.3, Synergy_Loewe=-19.3, Synergy_HSA=13.6.